From a dataset of Reaction yield outcomes from USPTO patents with 853,638 reactions. Predict the reaction yield, written as a fraction of the theoretical maximum amount of product (1.0 means a 100% yield; for example, 0.34 means a 34% yield). (1) The yield is 0.980. The catalyst is ClCCl. The reactants are Cl.[NH2:2][CH2:3][CH2:4][NH:5][C:6]([C:8]1[N:9]=[N:10][N:11]([C:19]2[CH:24]=[CH:23][C:22]([C:25]([NH:27][CH2:28][C:29]([F:32])([F:31])[F:30])=[O:26])=[CH:21][CH:20]=2)[C:12]=1[CH2:13][CH2:14][CH2:15][CH2:16][CH2:17][F:18])=[O:7].C(N(CC)CC)C.[F:40][C:41]1[CH:46]=[CH:45][CH:44]=[C:43]([N:47]=[C:48]=[O:49])[CH:42]=1.O. The product is [F:18][CH2:17][CH2:16][CH2:15][CH2:14][CH2:13][C:12]1[N:11]([C:19]2[CH:20]=[CH:21][C:22]([C:25]([NH:27][CH2:28][C:29]([F:31])([F:32])[F:30])=[O:26])=[CH:23][CH:24]=2)[N:10]=[N:9][C:8]=1[C:6]([NH:5][CH2:4][CH2:3][NH:2][C:48]([NH:47][C:43]1[CH:44]=[CH:45][CH:46]=[C:41]([F:40])[CH:42]=1)=[O:49])=[O:7]. (2) The product is [C:12]1([C:2]2[CH:3]=[C:4]3[C:8](=[N:9][CH:10]=2)[NH:7][C:6](=[O:11])[CH2:5]3)[CH:17]=[CH:16][CH:15]=[CH:14][CH:13]=1. The catalyst is C1(C)C=CC=CC=1.C(O)C.C(Cl)(Cl)Cl.Cl[Pd](Cl)([P](C1C=CC=CC=1)(C1C=CC=CC=1)C1C=CC=CC=1)[P](C1C=CC=CC=1)(C1C=CC=CC=1)C1C=CC=CC=1.C(OCC)C. The reactants are Br[C:2]1[CH:3]=[C:4]2[C:8](=[N:9][CH:10]=1)[NH:7][C:6](=[O:11])[CH2:5]2.[C:12]1(B(O)O)[CH:17]=[CH:16][CH:15]=[CH:14][CH:13]=1.C(=O)([O-])[O-].[Na+].[Na+].[Cl-].[Li+]. The yield is 0.514. (3) The catalyst is C(Cl)Cl. The reactants are [CH2:1]([NH2:8])[C:2]1[CH:7]=[CH:6][CH:5]=[CH:4][CH:3]=1.C([Si](C)(C)[N:14]1[C:18]2=[N:19][CH:20]=[C:21]([C:23]3[CH:28]=[CH:27][CH:26]=[C:25]([F:29])[CH:24]=3)[CH:22]=[C:17]2[C:16]([C:30](O)=[O:31])=[CH:15]1)(C)(C)C.C1C=CC2N(O)N=NC=2C=1.CCN(C(C)C)C(C)C. The yield is 0.170. The product is [CH2:1]([NH:8][C:30]([C:16]1[C:17]2[C:18](=[N:19][CH:20]=[C:21]([C:23]3[CH:28]=[CH:27][CH:26]=[C:25]([F:29])[CH:24]=3)[CH:22]=2)[NH:14][CH:15]=1)=[O:31])[C:2]1[CH:7]=[CH:6][CH:5]=[CH:4][CH:3]=1. (4) The reactants are [F:1][C:2]1[CH:10]=[CH:9][CH:8]=[C:7]2[C:3]=1[CH:4]=[C:5]([C:11]1[N:16]=[C:15]([C:17]3[C:18]([N:37]([CH3:42])[S:38]([CH3:41])(=[O:40])=[O:39])=[CH:19][C:20]4[O:24][C:23]([C:25]5[CH:30]=[CH:29][C:28]([F:31])=[CH:27][CH:26]=5)=[C:22]([C:32]([NH:34][CH3:35])=[O:33])[C:21]=4[CH:36]=3)[CH:14]=[CH:13][C:12]=1[CH2:43]O)[NH:6]2.N(C(OC(C)C)=O)=NC(OC(C)C)=O.C1C=CC(P(C2C=CC=CC=2)C2C=CC=CC=2)=CC=1. The catalyst is C1COCC1. The product is [F:1][C:2]1[C:3]2[CH:4]=[C:5]3[C:11]4[N:16]=[C:15]([C:17]5[C:18]([N:37]([CH3:42])[S:38]([CH3:41])(=[O:39])=[O:40])=[CH:19][C:20]6[O:24][C:23]([C:25]7[CH:26]=[CH:27][C:28]([F:31])=[CH:29][CH:30]=7)=[C:22]([C:32]([NH:34][CH3:35])=[O:33])[C:21]=6[CH:36]=5)[CH:14]=[CH:13][C:12]=4[CH2:43][N:6]3[C:7]=2[CH:8]=[CH:9][CH:10]=1. The yield is 0.850. (5) The reactants are [C:1]1([C:7]2[S:8][CH:9]=[CH:10][N:11]=2)[CH:6]=[CH:5][CH:4]=[CH:3][CH:2]=1.[N+:12]([O-])([OH:14])=[O:13]. The catalyst is S(=O)(=O)(O)O. The product is [N+:12]([C:4]1[CH:3]=[CH:2][C:1]([C:7]2[S:8][CH:9]=[CH:10][N:11]=2)=[CH:6][CH:5]=1)([O-:14])=[O:13]. The yield is 0.586. (6) The reactants are O[CH:2]=[C:3]1[C:11]2[C:6](=[CH:7][C:8]([C:12]([C:14]3[CH:19]=[CH:18][C:17]([NH:20][C:21]([C:23]4[S:24][C:25]([C:28](=[O:30])[CH3:29])=[CH:26][CH:27]=4)=[O:22])=[CH:16][CH:15]=3)=[O:13])=[CH:9][CH:10]=2)[NH:5][C:4]1=[O:31].[NH2:32][C:33]1[CH:34]=[CH:35][C:36]([CH3:40])=[C:37]([OH:39])[CH:38]=1. The catalyst is C1COCC1. The product is [OH:39][C:37]1[CH:38]=[C:33]([NH:32][CH:2]=[C:3]2[C:11]3[C:6](=[CH:7][C:8]([C:12]([C:14]4[CH:15]=[CH:16][C:17]([NH:20][C:21]([C:23]5[S:24][C:25]([C:28](=[O:30])[CH3:29])=[CH:26][CH:27]=5)=[O:22])=[CH:18][CH:19]=4)=[O:13])=[CH:9][CH:10]=3)[NH:5][C:4]2=[O:31])[CH:34]=[CH:35][C:36]=1[CH3:40]. The yield is 0.360. (7) The reactants are [ClH:1].[CH3:2][O:3][C:4]1[CH:9]=[CH:8][CH:7]=[CH:6][C:5]=1[N:10]1[CH2:16][CH2:15][CH2:14][CH2:13][C@H:12]([N:17](C)[C:18](=O)OC(C)(C)C)[C:11]1=[O:26]. The catalyst is O1CCOCC1. The product is [ClH:1].[CH3:2][O:3][C:4]1[CH:9]=[CH:8][CH:7]=[CH:6][C:5]=1[N:10]1[CH2:16][CH2:15][CH2:14][CH2:13][C@H:12]([NH:17][CH3:18])[C:11]1=[O:26]. The yield is 0.980. (8) The product is [C:44]([N:30]1[CH2:31][CH:28]([N:23]2[CH2:22][C:21]3=[C:20]([C:32]#[N:33])[C:19]([Cl:34])=[CH:18][C:17]([CH:15]([N:11]4[C:7]5=[N:8][CH:9]=[N:10][C:5]([NH2:4])=[C:6]5[C:13]([CH3:14])=[N:12]4)[CH3:16])=[C:27]3[O:26][CH2:25][CH2:24]2)[CH2:29]1)(=[O:46])[CH3:45]. The yield is 0.330. The catalyst is CN(C)C=O. The reactants are Cl.Cl.Cl.[NH2:4][C:5]1[N:10]=[CH:9][N:8]=[C:7]2[N:11]([CH:15]([C:17]3[CH:18]=[C:19]([Cl:34])[C:20]([C:32]#[N:33])=[C:21]4[C:27]=3[O:26][CH2:25][CH2:24][N:23]([CH:28]3[CH2:31][NH:30][CH2:29]3)[CH2:22]4)[CH3:16])[N:12]=[C:13]([CH3:14])[C:6]=12.C(N(CC)C(C)C)(C)C.[C:44](OC(=O)C)(=[O:46])[CH3:45]. (9) The reactants are [C:1]([OH:18])(=[O:17])[C:2]1[C:3](=[CH:7][C:8](=[C:12]([CH:16]=1)[C:13]([OH:15])=[O:14])[C:9]([OH:11])=[O:10])[C:4]([OH:6])=[O:5].[H][H]. The catalyst is O. The product is [CH:8]1([C:9]([OH:11])=[O:10])[CH2:7][CH:3]([C:4]([OH:6])=[O:5])[CH:2]([C:1]([OH:18])=[O:17])[CH2:16][CH:12]1[C:13]([OH:15])=[O:14]. The yield is 0.850. (10) The reactants are [CH2:1]([O:3][C:4]([C:6]1[C:10]2[CH2:11][CH2:12][CH2:13][CH2:14][C:9]=2[S:8][C:7]=1[NH:15][C:16](=[O:18])[CH3:17])=[O:5])[CH3:2].ClC1C(=O)C(C#N)=C(C#N)C(=O)C=1Cl. The catalyst is C1C=CC=CC=1.C([O-])(O)=O.[Na+]. The product is [CH2:1]([O:3][C:4]([C:6]1[C:10]2[CH:11]=[CH:12][CH:13]=[CH:14][C:9]=2[S:8][C:7]=1[NH:15][C:16](=[O:18])[CH3:17])=[O:5])[CH3:2]. The yield is 0.350.